This data is from Catalyst prediction with 721,799 reactions and 888 catalyst types from USPTO. The task is: Predict which catalyst facilitates the given reaction. (1) Reactant: C[Si](C)(C)[O:3][C:4]([CH:6]=[CH2:7])=[CH2:5].[CH3:10][O:11][C:12]1[CH:13]=[C:14]([C:20]2[C:21](=[O:27])[N:22]([CH3:26])[C:23](=[O:25])[CH:24]=2)[CH:15]=[CH:16][C:17]=1[O:18][CH3:19]. Product: [CH3:10][O:11][C:12]1[CH:13]=[C:14]([C@:20]23[C:21](=[O:27])[N:22]([CH3:26])[C:23](=[O:25])[C@H:24]2[CH2:5][C:4](=[O:3])[CH2:6][CH2:7]3)[CH:15]=[CH:16][C:17]=1[O:18][CH3:19]. The catalyst class is: 11. (2) Reactant: [O:1]1[CH:5]=[CH:4][CH:3]=[C:2]1[C:6]1[NH:7][C:8](=[O:20])[C:9]2[C:13]=1[C:12](=[O:14])[NH:11][C:10]=2[C:15]1[O:16][CH:17]=[CH:18][CH:19]=1.[CH2:21]([CH:23]([CH2:26][CH2:27][CH2:28][CH3:29])[CH2:24]Br)[CH3:22]. Product: [CH2:21]([CH:23]([CH2:26][CH2:27][CH2:28][CH3:29])[CH2:24][N:7]1[C:6]([C:2]2[O:1][CH:5]=[CH:4][CH:3]=2)=[C:13]2[C:9](=[C:10]([C:15]3[O:16][CH:17]=[CH:18][CH:19]=3)[N:11]([CH2:8][CH:9]([CH2:13][CH3:6])[CH2:10][CH2:15][CH2:19][CH3:18])[C:12]2=[O:14])[C:8]1=[O:20])[CH3:22]. The catalyst class is: 3.